This data is from Reaction yield outcomes from USPTO patents with 853,638 reactions. The task is: Predict the reaction yield, written as a fraction of the theoretical maximum amount of product (1.0 means a 100% yield; for example, 0.34 means a 34% yield). (1) The reactants are [F:1][C:2]([F:24])([C:15]1[CH:20]=[CH:19][CH:18]=[C:17]([N+:21]([O-:23])=[O:22])[CH:16]=1)[CH2:3][O:4][C:5]1[CH:6]=[C:7]([CH2:11][C:12]([CH3:14])=[O:13])[CH:8]=[CH:9][CH:10]=1.[CH2:25](O)[CH2:26][OH:27].S([O-])([O-])(=O)=O.[Mg+2].CCCCCC. The catalyst is C1(C)C=CC=CC=1.O.C1(C)C=CC(S(O)(=O)=O)=CC=1. The product is [F:1][C:2]([F:24])([C:15]1[CH:20]=[CH:19][CH:18]=[C:17]([N+:21]([O-:23])=[O:22])[CH:16]=1)[CH2:3][O:4][C:5]1[CH:6]=[C:7]([CH:8]=[CH:9][CH:10]=1)[CH2:11][C:12]1([CH3:14])[O:27][CH2:26][CH2:25][O:13]1. The yield is 0.800. (2) The reactants are Cl[C:2]1[CH:7]=[C:6]([Cl:8])[N:5]=[C:4]([CH2:9][C:10]([F:13])([F:12])[F:11])[N:3]=1.Cl.[C@H:15]12[CH2:21][C@H:18]([NH:19][CH2:20]1)[CH2:17][O:16]2.C(N(CC)C(C)C)(C)C. The catalyst is CN(C)C=O. The product is [Cl:8][C:6]1[N:5]=[C:4]([CH2:9][C:10]([F:13])([F:12])[F:11])[N:3]=[C:2]([N:19]2[CH2:20][C@@H:15]3[CH2:21][C@H:18]2[CH2:17][O:16]3)[CH:7]=1. The yield is 0.550. (3) The reactants are ClC1N=CC(C2N=CN(CCCC[N:17]3[C:25](=[O:26])[C:24]4[C:19](=[CH:20][CH:21]=[CH:22][CH:23]=4)[C:18]3=[O:27])C=2)=CC=1C.ClC1C(C)=CC(C2N=CNC=2)=CN=1.C(=O)([O-])[O-].[K+].[K+].BrCCCCN1C(=O)C2=CC=CC=C2C1=O. The catalyst is CN(C=O)C. The product is [C:18]1(=[O:27])[C:19]2[C:24](=[CH:23][CH:22]=[CH:21][CH:20]=2)[C:25](=[O:26])[NH:17]1. The yield is 0.270. (4) The reactants are [CH3:1][O:2][C:3]1[C:11]2[C:6](=[N:7][CH:8]=[C:9]([NH2:12])[CH:10]=2)[NH:5][N:4]=1.[F:13][C:14]1[C:22]([N+:23]([O-:25])=[O:24])=[CH:21][CH:20]=[C:19]([F:26])[C:15]=1[C:16](O)=[O:17].Cl.CN(C)CCCN=C=NCC.ON1C2C=CC=CC=2N=N1. The catalyst is CN(C)C=O.C(OCC)(=O)C. The product is [F:13][C:14]1[C:22]([N+:23]([O-:25])=[O:24])=[CH:21][CH:20]=[C:19]([F:26])[C:15]=1[C:16]([NH:12][C:9]1[CH:10]=[C:11]2[C:3]([O:2][CH3:1])=[N:4][NH:5][C:6]2=[N:7][CH:8]=1)=[O:17]. The yield is 0.685.